From a dataset of Full USPTO retrosynthesis dataset with 1.9M reactions from patents (1976-2016). Predict the reactants needed to synthesize the given product. (1) Given the product [Br:24][C:8]1[N:7]2[C:2]([F:1])=[CH:3][CH:4]=[CH:5][C:6]2=[N:10][C:9]=1[CH2:11][N:12]([CH3:23])[C@@H:13]1[C:22]2[N:21]=[CH:20][CH:19]=[CH:18][C:17]=2[CH2:16][CH2:15][CH2:14]1, predict the reactants needed to synthesize it. The reactants are: [F:1][C:2]1[N:7]2[CH:8]=[C:9]([CH2:11][N:12]([CH3:23])[C@@H:13]3[C:22]4[N:21]=[CH:20][CH:19]=[CH:18][C:17]=4[CH2:16][CH2:15][CH2:14]3)[N:10]=[C:6]2[CH:5]=[CH:4][CH:3]=1.[Br:24]N1C(=O)CCC1=O. (2) Given the product [Cl:12][C:7]1[N:6]=[C:5]([NH:13][C:14]2[CH:15]=[N:16][N:17]([CH:19]3[CH2:24][CH2:23][NH:22][CH2:21][CH2:20]3)[CH:18]=2)[C:4]([C:1]([NH2:2])=[O:3])=[N:9][C:8]=1[CH2:10][CH3:11], predict the reactants needed to synthesize it. The reactants are: [C:1]([C:4]1[C:5]([NH:13][C:14]2[CH:15]=[N:16][N:17]([CH:19]3[CH2:24][CH2:23][N:22](C(OC(C)(C)C)=O)[CH2:21][CH2:20]3)[CH:18]=2)=[N:6][C:7]([Cl:12])=[C:8]([CH2:10][CH3:11])[N:9]=1)(=[O:3])[NH2:2].C(OCC)(=O)C.C(OC(=O)C)C.Cl. (3) Given the product [Cl:36][C:37]1[CH:42]=[CH:41][CH:40]=[CH:39][C:38]=1[O:43][C:2]1[N:12]=[C:11]([NH:13][C:14]2[CH:19]=[CH:18][C:17]([N:20]3[CH2:21][CH2:22][N:23]([C:26]([O:28][C:29]([CH3:32])([CH3:30])[CH3:31])=[O:27])[CH2:24][CH2:25]3)=[CH:16][C:15]=2[O:33][CH2:34][CH3:35])[C:5]2[C:6](=[O:10])[NH:7][N:8]=[CH:9][C:4]=2[CH:3]=1, predict the reactants needed to synthesize it. The reactants are: Cl[C:2]1[N:12]=[C:11]([NH:13][C:14]2[CH:19]=[CH:18][C:17]([N:20]3[CH2:25][CH2:24][N:23]([C:26]([O:28][C:29]([CH3:32])([CH3:31])[CH3:30])=[O:27])[CH2:22][CH2:21]3)=[CH:16][C:15]=2[O:33][CH2:34][CH3:35])[C:5]2[C:6](=[O:10])[NH:7][N:8]=[CH:9][C:4]=2[CH:3]=1.[Cl:36][C:37]1[CH:42]=[CH:41][CH:40]=[CH:39][C:38]=1[OH:43].CN(C)CC(O)=O.C(=O)([O-])[O-].[Cs+].[Cs+]. (4) Given the product [CH2:11]([C@@:18]12[CH2:31][CH2:30][C@:29]([O:36][Si:43]([CH2:48][CH3:49])([CH2:46][CH3:47])[CH2:44][CH3:45])([C:32]([F:34])([F:35])[F:33])[CH2:28][C@H:27]1[CH:26]=[C:25]([CH3:37])[C:24]1[CH:23]=[C:22]([C:38]([O:40][CH3:41])=[O:39])[CH:21]=[CH:20][C:19]2=1)[C:12]1[CH:17]=[CH:16][CH:15]=[CH:14][CH:13]=1, predict the reactants needed to synthesize it. The reactants are: [Li+].C[Si]([N-][Si](C)(C)C)(C)C.[CH2:11]([C@@:18]12[CH2:31][CH2:30][C@:29]([OH:36])([C:32]([F:35])([F:34])[F:33])[CH2:28][C@H:27]1[CH:26]=[C:25]([CH3:37])[C:24]1[CH:23]=[C:22]([C:38]([O:40][CH3:41])=[O:39])[CH:21]=[CH:20][C:19]2=1)[C:12]1[CH:17]=[CH:16][CH:15]=[CH:14][CH:13]=1.Cl[Si:43]([CH2:48][CH3:49])([CH2:46][CH3:47])[CH2:44][CH3:45]. (5) Given the product [C:1]1([CH2:17][O:18][CH2:19][CH2:20][CH2:21][CH2:22][CH2:23][CH2:24][NH2:25])[C:14]2[C:15]3=[C:16]4[C:11](=[CH:12][CH:13]=2)[CH:10]=[CH:9][CH:8]=[C:7]4[CH:6]=[CH:5][C:4]3=[CH:3][CH:2]=1, predict the reactants needed to synthesize it. The reactants are: [C:1]1([CH2:17][O:18][CH2:19][CH2:20][CH2:21][CH2:22][CH2:23][CH2:24][N:25]2C(=O)C3C(=CC=CC=3)C2=O)[C:14]2[C:15]3=[C:16]4[C:11](=[CH:12][CH:13]=2)[CH:10]=[CH:9][CH:8]=[C:7]4[CH:6]=[CH:5][C:4]3=[CH:3][CH:2]=1.O.NN.[OH-].[Na+].